Task: Predict the reaction yield, written as a fraction of the theoretical maximum amount of product (1.0 means a 100% yield; for example, 0.34 means a 34% yield).. Dataset: Reaction yield outcomes from USPTO patents with 853,638 reactions (1) The yield is 0.690. No catalyst specified. The product is [CH3:71][O:72][C:41]([CH:42]1[CH2:47][N:44]([CH2:45][C:3]2[CH:8]=[CH:7][C:6]([C:9]3[CH:10]=[CH:11][C:12]([S:15](=[O:17])(=[O:16])[N:18]([C:20]4[CH:25]=[CH:24][CH:23]=[C:22]([O:26][CH3:27])[CH:21]=4)[CH3:19])=[CH:13][CH:14]=3)=[CH:5][CH:4]=2)[CH2:43]1)=[O:80]. The reactants are C([C:3]1[CH:8]=[CH:7][C:6]([C:9]2[CH:14]=[CH:13][C:12]([S:15]([N:18]([C:20]3[CH:25]=[CH:24][CH:23]=[C:22]([O:26][CH3:27])[CH:21]=3)[CH3:19])(=[O:17])=[O:16])=[CH:11][CH:10]=2)=[CH:5][CH:4]=1)=O.CN1CCC(=C2[C:43]3[N:44]=[CH:45]C=[CH:47][C:42]=3[CH2:41]CC3C=CC=CC2=3)CC1.FC1C=CC(N(CC2SC(C3C=CC([CH:71]=[O:72])=CC=3)=CC=2)C(C)C)=CC=1.Cl.N(CC(O)=[O:80])C. (2) The reactants are [Br:1][C:2]1[CH:3]=[C:4]([CH:12](Br)Br)[C:5]([C:8](OC)=[O:9])=[N:6][CH:7]=1.O.[NH2:16][NH2:17]. The catalyst is CCO. The product is [Br:1][C:2]1[CH:7]=[N:6][C:5]2[C:8](=[O:9])[NH:16][N:17]=[CH:12][C:4]=2[CH:3]=1. The yield is 0.900. (3) The reactants are [Br:1][C:2]1[CH:7]=[CH:6][C:5]([S:8](Cl)(=[O:10])=[O:9])=[CH:4][CH:3]=1.[CH2:12]([CH2:14][NH2:15])[OH:13]. No catalyst specified. The product is [Br:1][C:2]1[CH:7]=[CH:6][C:5]([S:8]([NH:15][CH2:14][CH2:12][OH:13])(=[O:10])=[O:9])=[CH:4][CH:3]=1. The yield is 0.980. (4) The reactants are [F:1][C:2]1[CH:3]=[C:4]([C:27]2[C:28]([C:33]#[N:34])=[CH:29][CH:30]=[CH:31][CH:32]=2)[CH:5]=[CH:6][C:7]=1[CH2:8][C:9]1[C:10](=[O:26])[N:11]([C@H:21]2[CH2:24][C@@H:23]([OH:25])[CH2:22]2)[C:12]2[N:13]([N:18]=[CH:19][N:20]=2)[C:14]=1[CH2:15][CH2:16][CH3:17].[N+](=[CH:37][C:38]([O:40][CH2:41][CH3:42])=[O:39])=[N-]. The catalyst is C1(C)C=CC=CC=1.C([O-])(=O)C.[Rh+2].C([O-])(=O)C. The product is [C:33]([C:28]1[CH:29]=[CH:30][CH:31]=[CH:32][C:27]=1[C:4]1[CH:5]=[CH:6][C:7]([CH2:8][C:9]2[C:10](=[O:26])[N:11]([C@@H:21]3[CH2:22][C@H:23]([O:25][CH2:37][C:38]([O:40][CH2:41][CH3:42])=[O:39])[CH2:24]3)[C:12]3[N:13]([N:18]=[CH:19][N:20]=3)[C:14]=2[CH2:15][CH2:16][CH3:17])=[C:2]([F:1])[CH:3]=1)#[N:34]. The yield is 0.370. (5) The reactants are [C:1](=[NH:14])([C:8]1[CH:13]=[CH:12][CH:11]=[CH:10][CH:9]=1)[C:2]1[CH:7]=[CH:6][CH:5]=[CH:4][CH:3]=1.Br[C:16]1[CH:17]=[C:18]([CH:25]=[CH:26][N:27]=1)[C:19]([N:21]([O:23][CH3:24])[CH3:22])=[O:20].C(P(C(C)(C)C)C1C=CC=CC=1C1C(C(C)C)=CC(C(C)C)=CC=1C(C)C)(C)(C)C.CC(C)([O-])C.[Na+]. The catalyst is C1(C)C=CC=CC=1.C(Cl)Cl.C1C=CC(/C=C/C(/C=C/C2C=CC=CC=2)=O)=CC=1.C1C=CC(/C=C/C(/C=C/C2C=CC=CC=2)=O)=CC=1.C1C=CC(/C=C/C(/C=C/C2C=CC=CC=2)=O)=CC=1.[Pd].[Pd]. The product is [C:2]1([C:1](=[N:14][C:16]2[CH:17]=[C:18]([CH:25]=[CH:26][N:27]=2)[C:19]([N:21]([O:23][CH3:24])[CH3:22])=[O:20])[C:8]2[CH:9]=[CH:10][CH:11]=[CH:12][CH:13]=2)[CH:7]=[CH:6][CH:5]=[CH:4][CH:3]=1. The yield is 0.710. (6) The reactants are C([O:3][CH2:4][C:5]1[C:6](=[O:26])[N:7]2[C:19](=[CH:20][C:21]=1[C:22](=[O:25])[CH2:23][CH3:24])[C:10]1=[N:11][C:12]3[C:17]([CH:18]=[C:9]1[CH2:8]2)=[CH:16][CH:15]=[CH:14][CH:13]=3)=O.C1(C=CC(O)=CC=1)O.Br[CH2:36][C:37]([O:39][CH2:40][CH3:41])=[O:38].II.[Cl-].[NH4+]. The catalyst is O1CCCC1.[Zn].CO. The product is [OH:25][C:22]([C:21]1[CH:20]=[C:19]2[N:7]([CH2:8][C:9]3[C:10]2=[N:11][C:12]2[C:17]([CH:18]=3)=[CH:16][CH:15]=[CH:14][CH:13]=2)[C:6](=[O:26])[C:5]=1[CH2:4][OH:3])([CH2:23][CH3:24])[CH2:36][C:37]([O:39][CH2:40][CH3:41])=[O:38]. The yield is 0.490. (7) The reactants are [CH3:1][O:2][C:3]1[CH:8]=[C:7]([O:9][CH3:10])[CH:6]=[CH:5][C:4]=1[CH2:11][N:12]1[C:17]([OH:18])=[C:16]([C:19](OCC)=[O:20])[C:15](=[O:24])[N:14]([CH2:25][C:26]2[CH:31]=[CH:30][CH:29]=[CH:28][CH:27]=2)[C:13]1=[O:32].C1(CNC([CH:43](C(OCC)=O)[C:44]([O:46]CC)=[O:45])=O)C=CC=CC=1.[H-].[Na+].COC1C=C(OC)C=CC=1C[N:61]=C=O.Cl. The catalyst is O1CCCC1. The product is [CH3:1][O:2][C:3]1[CH:8]=[C:7]([O:9][CH3:10])[CH:6]=[CH:5][C:4]=1[CH2:11][N:12]1[C:17]([OH:18])=[C:16]([C:19]([NH:61][CH2:43][C:44]([OH:46])=[O:45])=[O:20])[C:15](=[O:24])[N:14]([CH2:25][C:26]2[CH:27]=[CH:28][CH:29]=[CH:30][CH:31]=2)[C:13]1=[O:32]. The yield is 0.390.